From a dataset of Forward reaction prediction with 1.9M reactions from USPTO patents (1976-2016). Predict the product of the given reaction. (1) Given the reactants [OH:1][C:2]1[CH:3]=[C:4]([CH:9]=[CH:10][CH:11]=1)[C:5]([O:7][CH3:8])=[O:6].C1N2CN3CN(C2)CN1C3.FC(F)(F)[C:24](O)=[O:25], predict the reaction product. The product is: [CH:24]([C:3]1[C:2]([OH:1])=[CH:11][CH:10]=[CH:9][C:4]=1[C:5]([O:7][CH3:8])=[O:6])=[O:25]. (2) Given the reactants [NH2:1][C:2](=[O:38])[CH:3]([OH:37])[CH:4]([NH:12][C:13]([C:15]1[C:16]([N:21]2[CH:29]=[C:28]3[C:23]([CH2:24][N:25]([C:30]([O:32][C:33]([CH3:36])([CH3:35])[CH3:34])=[O:31])[CH2:26][CH2:27]3)=[N:22]2)=[N:17][CH:18]=[CH:19][CH:20]=1)=[O:14])[CH2:5][C:6]1[CH:11]=[CH:10][CH:9]=[CH:8][CH:7]=1, predict the reaction product. The product is: [NH2:1][C:2](=[O:38])[C:3](=[O:37])[CH:4]([NH:12][C:13]([C:15]1[C:16]([N:21]2[CH:29]=[C:28]3[C:23]([CH2:24][N:25]([C:30]([O:32][C:33]([CH3:34])([CH3:36])[CH3:35])=[O:31])[CH2:26][CH2:27]3)=[N:22]2)=[N:17][CH:18]=[CH:19][CH:20]=1)=[O:14])[CH2:5][C:6]1[CH:11]=[CH:10][CH:9]=[CH:8][CH:7]=1. (3) The product is: [F:68][C:67]([F:70])([F:69])[C:65]([O-:71])=[O:66].[OH:18][C:17]1[C:37]([C:38]([NH:54][CH2:55][C:56]2[NH2+:60][C:59]3[CH:61]=[CH:62][CH:63]=[CH:64][C:58]=3[N:57]=2)=[O:40])=[N:26][CH:25]=[C:24]2[C:19]=1[N:20]=[CH:21][CH:22]=[CH:23]2. Given the reactants ClC(Cl)(OC(=O)OC(Cl)(Cl)Cl)Cl.C(O[C:17]([C:19]1[C:24]([CH2:25][N:26]([CH2:37][C:38]([O:40]C)=O)S(C2C=CC(C)=CC=2)(=O)=O)=[CH:23][CH:22]=[CH:21][N:20]=1)=[O:18])(C)C.C(N(C(C)C)CC)(C)C.O.[Cl-].[Cl-].[NH3+:54][CH2:55][C:56]1[NH2+:60][C:59]2[CH:61]=[CH:62][CH:63]=[CH:64][C:58]=2[N:57]=1.[C:65]([OH:71])([C:67]([F:70])([F:69])[F:68])=[O:66], predict the reaction product. (4) Given the reactants I[C:2]1[CH:7]=[CH:6][C:5]([O:8][CH2:9][CH:10]2[CH2:15][CH:14]3[CH2:16][CH:11]2[CH:12]=[CH:13]3)=[CH:4][CH:3]=1.CCCCC.[C:22]1([P:28]([C:33]2[CH:38]=[CH:37][CH:36]=[CH:35][CH:34]=2)[Si](C)(C)C)[CH:27]=[CH:26][CH:25]=[CH:24][CH:23]=1, predict the reaction product. The product is: [CH:11]12[CH2:16][CH:14]([CH:13]=[CH:12]1)[CH2:15][CH:10]2[CH2:9][O:8][C:5]1[CH:6]=[CH:7][C:2]([P:28]([C:33]2[CH:34]=[CH:35][CH:36]=[CH:37][CH:38]=2)[C:22]2[CH:27]=[CH:26][CH:25]=[CH:24][CH:23]=2)=[CH:3][CH:4]=1. (5) Given the reactants [NH2:1][C:2]1[CH:7]=[CH:6][C:5](B2OC(C)(C)C(C)(C)O2)=[CH:4][N:3]=1.Br[C:18]1[C:29]([Cl:30])=[CH:28][C:21]2[O:22][C:23]([F:27])([F:26])[CH2:24][O:25][C:20]=2[CH:19]=1, predict the reaction product. The product is: [Cl:30][C:29]1[C:18]([C:5]2[CH:6]=[CH:7][C:2]([NH2:1])=[N:3][CH:4]=2)=[CH:19][C:20]2[O:25][CH2:24][C:23]([F:27])([F:26])[O:22][C:21]=2[CH:28]=1. (6) Given the reactants C(Cl)(=O)C(Cl)=O.CS(C)=O.[Br:11][C:12]1[C:24]([CH3:25])=[CH:23][C:15]([O:16][CH2:17][CH:18]2[CH2:21][CH:20]([OH:22])[CH2:19]2)=[CH:14][C:13]=1[CH3:26].CCN(CC)CC, predict the reaction product. The product is: [Br:11][C:12]1[C:24]([CH3:25])=[CH:23][C:15]([O:16][CH2:17][CH:18]2[CH2:19][C:20](=[O:22])[CH2:21]2)=[CH:14][C:13]=1[CH3:26].